From a dataset of Catalyst prediction with 721,799 reactions and 888 catalyst types from USPTO. Predict which catalyst facilitates the given reaction. (1) Reactant: [F:1][C:2]([F:24])([F:23])[C:3]1[CH:8]=[CH:7][C:6]([C:9]([F:12])([F:11])[F:10])=[CH:5][C:4]=1[C:13]1[CH:18]=[CH:17][N:16]=[C:15]([C:19](=[N:21][OH:22])[NH2:20])[CH:14]=1.[C:25](N1C=CN=C1)(N1C=CN=C1)=[O:26].N12CCCN=C1CCCCC2.Cl. Product: [F:24][C:2]([F:1])([F:23])[C:3]1[CH:8]=[CH:7][C:6]([C:9]([F:10])([F:11])[F:12])=[CH:5][C:4]=1[C:13]1[CH:18]=[CH:17][N:16]=[C:15]([C:19]2[NH:21][O:22][C:25](=[O:26])[N:20]=2)[CH:14]=1. The catalyst class is: 132. (2) Reactant: [F-].C([N+](CCCC)(CCCC)CCCC)CCC.C([Si](C1C=CC=CC=1)(C1C=CC=CC=1)[O:24][C@H:25]1[CH2:44][N:28]2[C:29](=[O:43])[N:30]([C:32]3[CH:37]=[CH:36][C:35]([O:38][C:39]([F:42])([F:41])[F:40])=[CH:34][CH:33]=3)[CH2:31][C@@H:27]2[CH2:26]1)(C)(C)C.O. Product: [OH:24][C@H:25]1[CH2:44][N:28]2[C:29](=[O:43])[N:30]([C:32]3[CH:37]=[CH:36][C:35]([O:38][C:39]([F:42])([F:40])[F:41])=[CH:34][CH:33]=3)[CH2:31][C@@H:27]2[CH2:26]1. The catalyst class is: 1. (3) Reactant: [C:1]([SiH2:5][O:6][C:7]([CH3:18])([CH3:17])[C:8]1[CH:9]=[C:10]([CH:13]=[CH:14][C:15]=1[Cl:16])[CH2:11][NH2:12])([CH3:4])([CH3:3])[CH3:2].[CH:19]1([CH:22]=O)[CH2:21][CH2:20]1.[BH4-].[Na+].CCN(C(C)C)C(C)C.[CH3:35][C:36]([O:39][C:40]([O:42][C:43]([O:45][C:46]([CH3:49])([CH3:48])[CH3:47])=[O:44])=[O:41])([CH3:38])[CH3:37]. The catalyst class is: 100. Product: [C:36]([O:39][C:40](=[O:41])[N:12]([CH2:11][C:10]1[CH:13]=[CH:14][C:15]([Cl:16])=[C:8]([C:7]([CH3:18])([CH3:17])[O:6][SiH2:5][C:1]([CH3:4])([CH3:2])[CH3:3])[CH:9]=1)[CH2:22][CH:19]1[CH2:20][CH2:21]1)([CH3:38])([CH3:37])[CH3:35].[CH3:38][C:36]([O:39][C:40]([O:42][C:43]([O:45][C:46]([CH3:49])([CH3:48])[CH3:47])=[O:44])=[O:41])([CH3:35])[CH3:37]. (4) Reactant: [N+:1]([C:4]1[CH:9]=[CH:8][CH:7]=[CH:6][C:5]=1[NH2:10])([O-:3])=[O:2].C1C(=O)N([Br:18])C(=O)C1.O. Product: [Br:18][C:8]1[CH:7]=[CH:6][C:5]([NH2:10])=[C:4]([N+:1]([O-:3])=[O:2])[CH:9]=1. The catalyst class is: 52. (5) Reactant: [Cl:1][C:2]1[CH:7]=[CH:6][CH:5]=[CH:4][C:3]=1[CH:8]([O:10][C:11](=[O:34])[NH:12][C:13]1[C:14]([CH3:33])=[N:15][O:16][C:17]=1[C:18]1[CH:23]=[CH:22][C:21](B2OC(C)(C)C(C)(C)O2)=[CH:20][CH:19]=1)[CH3:9].[CH2:35]([O:37][C:38](=[O:48])[CH2:39][CH2:40][C:41]1[CH:46]=[CH:45][C:44](Br)=[CH:43][CH:42]=1)[CH3:36]. Product: [CH2:35]([O:37][C:38](=[O:48])[CH2:39][CH2:40][C:41]1[CH:46]=[CH:45][C:44]([C:21]2[CH:20]=[CH:19][C:18]([C:17]3[O:16][N:15]=[C:14]([CH3:33])[C:13]=3[NH:12][C:11]([O:10][CH:8]([C:3]3[CH:4]=[CH:5][CH:6]=[CH:7][C:2]=3[Cl:1])[CH3:9])=[O:34])=[CH:23][CH:22]=2)=[CH:43][CH:42]=1)[CH3:36]. The catalyst class is: 235. (6) Reactant: [F:1][C:2]1[N:7]=[C:6]([C:8]([NH2:10])=[O:9])[C:5]([N+:11]([O-])=O)=[CH:4][CH:3]=1. Product: [NH2:11][C:5]1[C:6]([C:8]([NH2:10])=[O:9])=[N:7][C:2]([F:1])=[CH:3][CH:4]=1. The catalyst class is: 99.